From a dataset of Reaction yield outcomes from USPTO patents with 853,638 reactions. Predict the reaction yield, written as a fraction of the theoretical maximum amount of product (1.0 means a 100% yield; for example, 0.34 means a 34% yield). (1) The reactants are CC(C)([O-])C.[K+].[CH3:7][C:8]1([CH3:24])[O:13][C:12]2[CH:14]=[CH:15][C:16]([C@H:18]3[O:22][C:21](=[O:23])[NH:20][CH2:19]3)=[CH:17][C:11]=2[CH2:10][O:9]1.Br[CH2:26][CH2:27][CH2:28][CH2:29][CH2:30][CH2:31][O:32][CH2:33][CH2:34][O:35][CH2:36][C:37]1[C:42]([Cl:43])=[CH:41][CH:40]=[CH:39][C:38]=1[Cl:44]. The catalyst is CN(C=O)C. The product is [Cl:43][C:42]1[CH:41]=[CH:40][CH:39]=[C:38]([Cl:44])[C:37]=1[CH2:36][O:35][CH2:34][CH2:33][O:32][CH2:31][CH2:30][CH2:29][CH2:28][CH2:27][CH2:26][N:20]1[CH2:19][C@@H:18]([C:16]2[CH:15]=[CH:14][C:12]3[O:13][C:8]([CH3:24])([CH3:7])[O:9][CH2:10][C:11]=3[CH:17]=2)[O:22][C:21]1=[O:23]. The yield is 0.910. (2) The reactants are [N:1]([CH:4]1[CH:9]=[C:8]([C:10]2[CH:15]=[CH:14][N:13]=[CH:12][C:11]=2[N+:16]([O-:18])=[O:17])[CH2:7][CH:6]([CH3:19])[CH:5]1[OH:20])=[N+]=[N-].CP(C)C.CCO.[CH3:28][C:29]([O:32][C:33](O[C:33]([O:32][C:29]([CH3:31])([CH3:30])[CH3:28])=[O:34])=[O:34])([CH3:31])[CH3:30]. The catalyst is N1C=CC=CC=1.[OH-].[NH4+].C(OCC)(=O)C.O. The product is [OH:20][CH:5]1[CH:4]([NH:1][C:33](=[O:34])[O:32][C:29]([CH3:31])([CH3:30])[CH3:28])[CH:9]=[C:8]([C:10]2[CH:15]=[CH:14][N:13]=[CH:12][C:11]=2[N+:16]([O-:18])=[O:17])[CH2:7][CH:6]1[CH3:19]. The yield is 0.590.